This data is from Catalyst prediction with 721,799 reactions and 888 catalyst types from USPTO. The task is: Predict which catalyst facilitates the given reaction. Reactant: [CH2:1]([N:3]1[C:12]2[C:7](=[CH:8][C:9]([F:19])=[C:10]([N:13]3[CH2:18][CH2:17][NH:16][CH2:15][CH2:14]3)[CH:11]=2)[C:6](=[O:20])[C:5]([C:21]([OH:23])=[O:22])=[CH:4]1)[CH3:2].C(N([CH2:29][CH3:30])CC)C.C([CH:33](Cl)[C:34]1[CH:39]=[CH:38][CH:37]=[CH:36][CH:35]=1)=C. Product: [CH2:1]([N:3]1[C:12]2[C:7](=[CH:8][C:9]([F:19])=[C:10]([N:13]3[CH2:18][CH2:17][N:16]([CH2:33][C:34]4[CH:39]=[CH:38][C:37]([CH:29]=[CH2:30])=[CH:36][CH:35]=4)[CH2:15][CH2:14]3)[CH:11]=2)[C:6](=[O:20])[C:5]([C:21]([OH:23])=[O:22])=[CH:4]1)[CH3:2]. The catalyst class is: 6.